This data is from Catalyst prediction with 721,799 reactions and 888 catalyst types from USPTO. The task is: Predict which catalyst facilitates the given reaction. Reactant: [C:1]1([CH:7]([C:13]2[C:18](=[O:19])[C:17]([CH3:20])=[C:16]([CH3:21])[C:15](=[O:22])[C:14]=2[CH3:23])[CH2:8][CH2:9][C:10]([OH:12])=[O:11])[CH:6]=[CH:5][CH:4]=[CH:3][CH:2]=1.[N+:24]([O:27][CH2:28][CH2:29][CH2:30][CH2:31][CH2:32][CH2:33]O)([O-:26])=[O:25].C(N=C=NCCCN(C)C)C. Product: [C:1]1([CH:7]([C:13]2[C:18](=[O:19])[C:17]([CH3:20])=[C:16]([CH3:21])[C:15](=[O:22])[C:14]=2[CH3:23])[CH2:8][CH2:9][C:10]([O:12][CH2:33][CH2:32][CH2:31][CH2:30][CH2:29][CH2:28][O:27][N+:24]([O-:26])=[O:25])=[O:11])[CH:6]=[CH:5][CH:4]=[CH:3][CH:2]=1. The catalyst class is: 64.